Dataset: Forward reaction prediction with 1.9M reactions from USPTO patents (1976-2016). Task: Predict the product of the given reaction. (1) Given the reactants [CH3:1][CH:2]1[NH:7][CH:6]([CH3:8])[CH2:5][N:4]([C:9]2[CH:10]=[CH:11][C:12]([N+:22]([O-:24])=[O:23])=[C:13]([CH:21]=2)[NH:14][C:15]2[CH:20]=[CH:19][CH:18]=[CH:17][CH:16]=2)[CH2:3]1.[C:25](Cl)(=[O:32])[C:26]1[CH:31]=[CH:30][CH:29]=[CH:28][CH:27]=1.C(N(CC)CC)C, predict the reaction product. The product is: [CH3:1][CH:2]1[CH2:3][N:4]([C:9]2[CH:10]=[CH:11][C:12]([N+:22]([O-:24])=[O:23])=[C:13]([NH:14][C:15]3[CH:20]=[CH:19][CH:18]=[CH:17][CH:16]=3)[CH:21]=2)[CH2:5][CH:6]([CH3:8])[N:7]1[C:25]([C:26]1[CH:31]=[CH:30][CH:29]=[CH:28][CH:27]=1)=[O:32]. (2) Given the reactants C(N(CC)CC)C.[CH3:8][S:9](Cl)(=[O:11])=[O:10].[C:13]1([CH:19]([C:25]2[CH:30]=[CH:29][CH:28]=[CH:27][CH:26]=2)[N:20]2[CH2:23][CH:22]([OH:24])[CH2:21]2)[CH:18]=[CH:17][CH:16]=[CH:15][CH:14]=1.C(=O)([O-])[O-].[Na+].[Na+], predict the reaction product. The product is: [C:25]1([CH:19]([C:13]2[CH:14]=[CH:15][CH:16]=[CH:17][CH:18]=2)[N:20]2[CH2:23][CH:22]([O:24][S:9]([CH3:8])(=[O:11])=[O:10])[CH2:21]2)[CH:26]=[CH:27][CH:28]=[CH:29][CH:30]=1. (3) Given the reactants Cl[C:2]1[N:3]=[N:4][C:5]([Cl:18])=[C:6]([NH:8][CH2:9][C:10]2[CH:15]=[CH:14][CH:13]=[C:12]([F:16])[C:11]=2[F:17])[N:7]=1.[NH2:19][C:20]1[CH:30]=[CH:29][C:23]([C:24]([N:26]([CH3:28])[CH3:27])=[O:25])=[CH:22][CH:21]=1.CC1C=CC(S(O)(=O)=O)=CC=1, predict the reaction product. The product is: [Cl:18][C:5]1[N:4]=[N:3][C:2]([NH:19][C:20]2[CH:30]=[CH:29][C:23]([C:24]([N:26]([CH3:28])[CH3:27])=[O:25])=[CH:22][CH:21]=2)=[N:7][C:6]=1[NH:8][CH2:9][C:10]1[CH:15]=[CH:14][CH:13]=[C:12]([F:16])[C:11]=1[F:17]. (4) Given the reactants C([N:8]1[CH2:12][CH:11]2[C:13](=[O:25])[N:14]([C:17]3[CH:22]=[C:21]([Cl:23])[CH:20]=[C:19]([Cl:24])[CH:18]=3)[C:15](=[O:16])[CH:10]2[CH2:9]1)C1C=CC=CC=1, predict the reaction product. The product is: [Cl:23][C:21]1[CH:22]=[C:17]([N:14]2[C:13](=[O:25])[CH:11]3[CH:10]([CH2:9][NH:8][CH2:12]3)[C:15]2=[O:16])[CH:18]=[C:19]([Cl:24])[CH:20]=1.